From a dataset of Forward reaction prediction with 1.9M reactions from USPTO patents (1976-2016). Predict the product of the given reaction. (1) Given the reactants C1(P([C:14]2[CH:19]=[CH:18]C=CC=2)C2C=CC=CC=2)C=CC=CC=1.[CH2:20]([O:27][C:28]1[CH:33]=[CH:32][C:31]([OH:34])=[CH:30][CH:29]=1)[C:21]1[CH:26]=[CH:25][CH:24]=[CH:23][CH:22]=1.[CH3:35][CH:36]([O:38]C(/N=N/C(OC(C)C)=O)=O)C.CCOCC, predict the reaction product. The product is: [CH:19]([O:38][CH2:36][CH2:35][O:34][C:31]1[CH:30]=[CH:29][C:28]([O:27][CH2:20][C:21]2[CH:22]=[CH:23][CH:24]=[CH:25][CH:26]=2)=[CH:33][CH:32]=1)([CH3:18])[CH3:14]. (2) Given the reactants [F:1][C:2]([F:7])([F:6])[C:3]([OH:5])=[O:4].[CH3:8][N:9]([CH3:25])[C:10]([C@@H:12]1[CH2:16][C@@H:15]([F:17])[CH2:14][N:13]1C(OC(C)(C)C)=O)=[O:11], predict the reaction product. The product is: [F:1][C:2]([F:7])([F:6])[C:3]([OH:5])=[O:4].[F:17][C@H:15]1[CH2:14][NH:13][C@H:12]([C:10]([N:9]([CH3:25])[CH3:8])=[O:11])[CH2:16]1. (3) Given the reactants [N:1]1[CH:6]=[CH:5][CH:4]=[CH:3][C:2]=1[CH2:7][CH2:8][CH2:9][N:10]1C(=O)C2C(=CC=CC=2)C1=O.NN, predict the reaction product. The product is: [N:1]1[CH:6]=[CH:5][CH:4]=[CH:3][C:2]=1[CH2:7][CH2:8][CH2:9][NH2:10]. (4) Given the reactants [C:1]1([CH2:7][CH2:8][NH2:9])[CH:6]=[CH:5][CH:4]=[CH:3][CH:2]=1.[CH:10](O)=[O:11], predict the reaction product. The product is: [C:1]1([CH2:7][CH2:8][NH:9][CH:10]=[O:11])[CH:6]=[CH:5][CH:4]=[CH:3][CH:2]=1. (5) Given the reactants [CH:1]1([C:7]2[NH:24][C:10]3=[N:11][CH:12]=[C:13](B4OC(C)(C)C(C)(C)O4)[CH:14]=[C:9]3[CH:8]=2)[CH2:6][CH2:5][CH2:4][CH2:3][CH2:2]1.FC(F)(F)S(O[C:31]1[N:35]([CH2:36][CH3:37])[N:34]=[C:33]([C:38]2[CH:39]=[N:40][CH:41]=[CH:42][CH:43]=2)[CH:32]=1)(=O)=O, predict the reaction product. The product is: [CH:1]1([C:7]2[NH:24][C:10]3=[N:11][CH:12]=[C:13]([C:31]4[N:35]([CH2:36][CH3:37])[N:34]=[C:33]([C:38]5[CH:39]=[N:40][CH:41]=[CH:42][CH:43]=5)[CH:32]=4)[CH:14]=[C:9]3[CH:8]=2)[CH2:2][CH2:3][CH2:4][CH2:5][CH2:6]1. (6) Given the reactants [CH3:1][C:2]1[N:3]([C:8]2[CH:13]=[CH:12][CH:11]=[CH:10][CH:9]=2)[C:4]([SH:7])=[N:5][N:6]=1.C(=O)([O-])[O-].[K+].[K+].[Br:20][C:21]1[CH:26]=[C:25]([CH3:27])[CH:24]=[CH:23][C:22]=1[NH:28][C:29](=[O:32])[CH2:30]Cl, predict the reaction product. The product is: [Br:20][C:21]1[CH:26]=[C:25]([CH3:27])[CH:24]=[CH:23][C:22]=1[NH:28][C:29](=[O:32])[CH2:30][S:7][C:4]1[N:3]([C:8]2[CH:9]=[CH:10][CH:11]=[CH:12][CH:13]=2)[C:2]([CH3:1])=[N:6][N:5]=1. (7) Given the reactants [CH3:1][O:2][C:3]1[CH:4]=[C:5]2[C:10](=[CH:11][CH:12]=1)[N:9]=[CH:8][CH:7]=[C:6]2[C@@H:13]([OH:21])[CH2:14][N:15]1[CH2:20][CH2:19][NH:18][CH2:17][CH2:16]1.C(=O)([O-])[O-].[K+].[K+].[CH2:28]([O:35][C:36](=[O:41])[NH:37][CH2:38][CH2:39]Br)[C:29]1[CH:34]=[CH:33][CH:32]=[CH:31][CH:30]=1, predict the reaction product. The product is: [CH2:28]([O:35][C:36](=[O:41])[NH:37][CH2:38][CH2:39][N:18]1[CH2:19][CH2:20][N:15]([CH2:14][C@H:13]([OH:21])[C:6]2[C:5]3[C:10](=[CH:11][CH:12]=[C:3]([O:2][CH3:1])[CH:4]=3)[N:9]=[CH:8][CH:7]=2)[CH2:16][CH2:17]1)[C:29]1[CH:34]=[CH:33][CH:32]=[CH:31][CH:30]=1.